From a dataset of Reaction yield outcomes from USPTO patents with 853,638 reactions. Predict the reaction yield, written as a fraction of the theoretical maximum amount of product (1.0 means a 100% yield; for example, 0.34 means a 34% yield). (1) The reactants are [Si:1]([O:8][CH2:9][CH2:10][CH:11]([CH2:15][N:16]1[CH:20]=[C:19]([Cl:21])[CH:18]=[N:17]1)[C:12]([OH:14])=O)([C:4]([CH3:7])([CH3:6])[CH3:5])([CH3:3])[CH3:2].CN(C(ON1N=NC2C=CC=NC1=2)=[N+](C)C)C.F[P-](F)(F)(F)(F)F.[F:46][C:47]1[N:52]=[C:51]([NH:53][NH2:54])[CH:50]=[C:49]([C:55]2[CH:60]=[CH:59][N:58]=[C:57]([S:61][CH3:62])[N:56]=2)[CH:48]=1.CCN(C(C)C)C(C)C. The catalyst is CN(C=O)C.O. The product is [Si:1]([O:8][CH2:9][CH2:10][CH:11]([CH2:15][N:16]1[CH:20]=[C:19]([Cl:21])[CH:18]=[N:17]1)[C:12]([NH:54][NH:53][C:51]1[CH:50]=[C:49]([C:55]2[CH:60]=[CH:59][N:58]=[C:57]([S:61][CH3:62])[N:56]=2)[CH:48]=[C:47]([F:46])[N:52]=1)=[O:14])([C:4]([CH3:5])([CH3:6])[CH3:7])([CH3:2])[CH3:3]. The yield is 0.720. (2) The reactants are [CH3:1][O:2][C:3]1[CH:33]=[CH:32][C:6]([CH2:7][N:8]2[C:12]3=[N:13][CH:14]=[CH:15][C:16]([O:17][C:18]4[CH:23]=[CH:22][C:21]([NH2:24])=[CH:20][C:19]=4[F:25])=[C:11]3[C:10]([C:26]3[N:30]([CH3:31])[CH:29]=[N:28][CH:27]=3)=[N:9]2)=[CH:5][CH:4]=1.[F:34][C:35]1[CH:40]=[CH:39][C:38]([N:41]2[C:46](=[O:47])[C:45]([C:48](O)=[O:49])=[CH:44][CH:43]=[N:42]2)=[CH:37][CH:36]=1.Cl.C(N=C=NCCCN(C)C)C.O.N1(O)C2C=CC=CC=2N=N1.C(N(C(C)C)C(C)C)C. The catalyst is C(Cl)Cl. The product is [F:25][C:19]1[CH:20]=[C:21]([NH:24][C:48]([C:45]2[C:46](=[O:47])[N:41]([C:38]3[CH:39]=[CH:40][C:35]([F:34])=[CH:36][CH:37]=3)[N:42]=[CH:43][CH:44]=2)=[O:49])[CH:22]=[CH:23][C:18]=1[O:17][C:16]1[CH:15]=[CH:14][N:13]=[C:12]2[N:8]([CH2:7][C:6]3[CH:5]=[CH:4][C:3]([O:2][CH3:1])=[CH:33][CH:32]=3)[N:9]=[C:10]([C:26]3[N:30]([CH3:31])[CH:29]=[N:28][CH:27]=3)[C:11]=12. The yield is 0.635. (3) The yield is 0.580. The reactants are [NH2:1][C:2]1[C:10]([C:11]([O:13][CH3:14])=[O:12])=[CH:9][CH:8]=[CH:7][C:3]=1[C:4]([OH:6])=O.[NH2:15][C:16]1[CH:21]=[CH:20][CH:19]=[CH:18][N:17]=1.C1C=CC2N(O)N=NC=2C=1.CCN=C=NCCCN(C)C. The catalyst is CN(C1C=CN=CC=1)C.CN(C=O)C.O. The product is [NH2:1][C:2]1[C:3]([C:4](=[O:6])[NH:15][C:16]2[CH:21]=[CH:20][CH:19]=[CH:18][N:17]=2)=[CH:7][CH:8]=[CH:9][C:10]=1[C:11]([O:13][CH3:14])=[O:12]. (4) The reactants are [F:1][C:2]1[CH:3]=[CH:4][C:5]([O:8][CH2:9][CH2:10][C@@H:11]2[CH2:16][CH2:15][C@H:14]([CH3:17])[CH2:13][N:12]2C(OC(C)(C)C)=O)=[N:6][CH:7]=1.C(O)(C(F)(F)F)=O. The catalyst is C(Cl)Cl. The product is [F:1][C:2]1[CH:3]=[CH:4][C:5]([O:8][CH2:9][CH2:10][C@@H:11]2[CH2:16][CH2:15][C@H:14]([CH3:17])[CH2:13][NH:12]2)=[N:6][CH:7]=1. The yield is 0.980.